Predict the product of the given reaction. From a dataset of Forward reaction prediction with 1.9M reactions from USPTO patents (1976-2016). (1) Given the reactants Br[C:2]1[CH:3]=[C:4]2[C:9](=[CH:10][CH:11]=1)[CH:8]=[C:7]([OH:12])[CH:6]=[CH:5]2.[C:13]1(B(O)O)[CH:18]=[CH:17][CH:16]=[CH:15][CH:14]=1.C(=O)([O-])[O-].[Na+].[Na+].Cl, predict the reaction product. The product is: [C:13]1([C:2]2[CH:3]=[C:4]3[C:9](=[CH:10][CH:11]=2)[CH:8]=[C:7]([OH:12])[CH:6]=[CH:5]3)[CH:18]=[CH:17][CH:16]=[CH:15][CH:14]=1. (2) Given the reactants [C:1]([NH2:5])([CH3:4])([CH3:3])[CH3:2].[CH:6]1([S:9](Cl)(=[O:11])=[O:10])[CH2:8][CH2:7]1, predict the reaction product. The product is: [C:1]([NH:5][S:9]([CH:6]1[CH2:8][CH2:7]1)(=[O:11])=[O:10])([CH3:4])([CH3:3])[CH3:2]. (3) Given the reactants B(Br)(Br)Br.[C:5]([C:7]1[CH:12]=[CH:11][C:10]([C:13]([NH:21][C:22](=[O:33])[CH2:23][CH2:24][C:25]2[CH:30]=[CH:29][CH:28]=[C:27]([O:31]C)[CH:26]=2)([C:15]2[N:16]([CH3:20])[CH:17]=[N:18][CH:19]=2)[CH3:14])=[CH:9][C:8]=1[F:34])#[N:6], predict the reaction product. The product is: [C:5]([C:7]1[CH:12]=[CH:11][C:10]([C:13]([NH:21][C:22](=[O:33])[CH2:23][CH2:24][C:25]2[CH:30]=[CH:29][CH:28]=[C:27]([OH:31])[CH:26]=2)([C:15]2[N:16]([CH3:20])[CH:17]=[N:18][CH:19]=2)[CH3:14])=[CH:9][C:8]=1[F:34])#[N:6]. (4) Given the reactants C[Si](C)(C)CC[C:5]1([C:36]([O-:38])=[O:37])[CH:10]([CH3:11])[N:9]([C:12]2[CH:17]=[CH:16][CH:15]=[C:14]([C:18]([F:21])([F:20])[F:19])[CH:13]=2)[C:8]([NH2:22])=[C:7]([C:23]([O:25][CH2:26][CH3:27])=[O:24])[CH:6]1[C:28]1[CH:33]=[CH:32][C:31]([C:34]#[N:35])=[CH:30][CH:29]=1, predict the reaction product. The product is: [NH2:22][C:8]1[N:9]([C:12]2[CH:17]=[CH:16][CH:15]=[C:14]([C:18]([F:21])([F:20])[F:19])[CH:13]=2)[C:10]([CH3:11])=[C:5]([C:36]([OH:38])=[O:37])[CH:6]([C:28]2[CH:29]=[CH:30][C:31]([C:34]#[N:35])=[CH:32][CH:33]=2)[C:7]=1[C:23]([O:25][CH2:26][CH3:27])=[O:24]. (5) Given the reactants [C:1]([O:5][C:6]([N:8]1[CH2:13][CH2:12][CH:11]([C:14]([C:33]2[CH:38]=[CH:37][CH:36]=[C:35]([O:39][Si:40]([C:43]([CH3:46])([CH3:45])[CH3:44])([CH3:42])[CH3:41])[CH:34]=2)([C:16]2[CH:21]=[CH:20][CH:19]=[C:18]([C:22](=[O:32])[N:23]([C:25]3[CH:30]=[CH:29][CH:28]=[C:27]([F:31])[CH:26]=3)[CH3:24])[CH:17]=2)O)[CH2:10][CH2:9]1)=[O:7])([CH3:4])([CH3:3])[CH3:2].O.C1(C)C=CC(S(O)(=O)=O)=CC=1.C([O-])([O-])=O.[Na+].[Na+].O, predict the reaction product. The product is: [C:1]([O:5][C:6]([N:8]1[CH2:13][CH2:12][C:11](=[C:14]([C:33]2[CH:38]=[CH:37][CH:36]=[C:35]([O:39][Si:40]([C:43]([CH3:46])([CH3:45])[CH3:44])([CH3:41])[CH3:42])[CH:34]=2)[C:16]2[CH:21]=[CH:20][CH:19]=[C:18]([C:22](=[O:32])[N:23]([C:25]3[CH:30]=[CH:29][CH:28]=[C:27]([F:31])[CH:26]=3)[CH3:24])[CH:17]=2)[CH2:10][CH2:9]1)=[O:7])([CH3:2])([CH3:4])[CH3:3]. (6) Given the reactants [CH2:1]([N:3]1[C:7]2[N:8]=[C:9]([C:18]3[CH:24]=[CH:23][C:21]([NH2:22])=[C:20]([O:25][CH3:26])[CH:19]=3)[N:10]=[C:11]([N:12]3[CH2:17][CH2:16][O:15][CH2:14][CH2:13]3)[C:6]=2[N:5]=[N:4]1)[CH3:2].ClC1N=C(N2CC[O:42][CH2:41]C2)C2N=NN(CC)C=2N=1.COC1C=C(B2[O:57][C:56]([CH3:59])([CH3:58])[C:55](C)(C)O2)C=CC=1N, predict the reaction product. The product is: [C:56]([O:57][C:41](=[O:42])[NH:22][C:21]1[CH:23]=[CH:24][C:18]([C:9]2[N:10]=[C:11]([N:12]3[CH2:17][CH2:16][O:15][CH2:14][CH2:13]3)[C:6]3[N:5]=[N:4][N:3]([CH2:1][CH3:2])[C:7]=3[N:8]=2)=[CH:19][C:20]=1[O:25][CH3:26])([CH3:55])([CH3:58])[CH3:59]. (7) The product is: [C:1]1([C@@H:7]([NH:9][C:14]2[C:13]3[N:17]=[CH:18][N:19]([C:12]=3[N:11]=[CH:10][N:15]=2)[C@@H:20]2[O:24][C@H:23]([CH2:25][OH:26])[C@@H:22]([OH:27])[C@H:21]2[OH:28])[CH3:8])[CH:6]=[CH:5][CH:4]=[CH:3][CH:2]=1. Given the reactants [C:1]1([C@@H:7]([NH2:9])[CH3:8])[CH:6]=[CH:5][CH:4]=[CH:3][CH:2]=1.[CH:10]1[N:15]=[C:14](Cl)[C:13]2[N:17]=[CH:18][N:19]([C@@H:20]3[O:24][C@H:23]([CH2:25][OH:26])[C@@H:22]([OH:27])[C@H:21]3[OH:28])[C:12]=2[N:11]=1, predict the reaction product. (8) Given the reactants [CH2:1]([N:4]1[CH2:9][CH:8]2[CH:6]([C:7]2([C:11]2[CH:12]=[C:13]([CH:15]=[CH:16][CH:17]=2)[NH2:14])[CH3:10])[CH2:5]1)[CH:2]=[CH2:3].[CH3:18][S:19](Cl)(=[O:21])=[O:20], predict the reaction product. The product is: [CH2:1]([N:4]1[CH2:5][CH:6]2[CH:8]([C:7]2([C:11]2[CH:12]=[C:13]([NH:14][S:19]([CH3:18])(=[O:21])=[O:20])[CH:15]=[CH:16][CH:17]=2)[CH3:10])[CH2:9]1)[CH:2]=[CH2:3]. (9) Given the reactants [CH:1]1([N:6]2[CH2:12][C:11]([F:14])([F:13])[C:10](=[O:15])[N:9]([CH3:16])[C:8]3[CH:17]=[N:18][C:19]([NH:21][C:22]4[CH:30]=[CH:29][C:25]([C:26](O)=[O:27])=[CH:24][C:23]=4[O:31][CH3:32])=[N:20][C:7]2=3)[CH2:5][CH2:4][CH2:3][CH2:2]1.C(N(C(C)C)C(C)C)C.[CH2:42]([N:44]1[CH2:49][CH2:48][CH:47]([NH2:50])[CH2:46][CH2:45]1)[CH3:43], predict the reaction product. The product is: [CH:1]1([N:6]2[CH2:12][C:11]([F:13])([F:14])[C:10](=[O:15])[N:9]([CH3:16])[C:8]3[CH:17]=[N:18][C:19]([NH:21][C:22]4[CH:30]=[CH:29][C:25]([C:26]([NH:50][CH:47]5[CH2:48][CH2:49][N:44]([CH2:42][CH3:43])[CH2:45][CH2:46]5)=[O:27])=[CH:24][C:23]=4[O:31][CH3:32])=[N:20][C:7]2=3)[CH2:5][CH2:4][CH2:3][CH2:2]1. (10) Given the reactants [Br:1][C:2]1[N:3]([CH:33]([CH3:35])[CH3:34])[C:4]([CH:12]([C:26]2[CH:31]=[CH:30][C:29]([Cl:32])=[CH:28][CH:27]=2)[NH:13][C:14]2[CH:15]=[C:16]([O:24][CH3:25])[C:17]3[N:21]=[N:20][N:19]([CH3:22])[C:18]=3[CH:23]=2)=[C:5]([C:7]([O:9]CC)=[O:8])[N:6]=1.Cl, predict the reaction product. The product is: [Br:1][C:2]1[N:3]([CH:33]([CH3:35])[CH3:34])[C:4]([CH:12]([C:26]2[CH:27]=[CH:28][C:29]([Cl:32])=[CH:30][CH:31]=2)[NH:13][C:14]2[CH:15]=[C:16]([O:24][CH3:25])[C:17]3[N:21]=[N:20][N:19]([CH3:22])[C:18]=3[CH:23]=2)=[C:5]([C:7]([OH:9])=[O:8])[N:6]=1.